Dataset: Full USPTO retrosynthesis dataset with 1.9M reactions from patents (1976-2016). Task: Predict the reactants needed to synthesize the given product. Given the product [CH3:18][C:17]1[C:16]([CH2:15][CH2:14][C:10]2[CH:9]=[C:8]3[C:13](=[CH:12][CH:11]=2)[N:5]([CH2:40][CH2:36][C:37]([OH:39])=[O:38])[CH:6]=[CH:7]3)=[CH:33][C:32]2[CH2:31][CH2:30][CH2:29][NH:28][C:27]=2[N:26]=1, predict the reactants needed to synthesize it. The reactants are: C([Si](C(C)C)(C(C)C)[N:5]1[C:13]2[C:8](=[CH:9][C:10]([CH2:14][CH2:15][CH2:16][C:17](=O)[CH3:18])=[CH:11][CH:12]=2)[CH:7]=[CH:6]1)(C)C.[NH2:26][C:27]1[C:32]([CH:33]=O)=[CH:31][CH:30]=[CH:29][N:28]=1.N1CC[CH2:40][C@H:36]1[C:37]([OH:39])=[O:38].